This data is from Forward reaction prediction with 1.9M reactions from USPTO patents (1976-2016). The task is: Predict the product of the given reaction. The product is: [CH3:16][NH:17][C:18](=[O:19])[NH:1][C:2]1[S:3][C:4]([C:10]2[CH:11]=[CH:12][CH:13]=[CH:14][CH:15]=2)=[CH:5][C:6]=1[C:7]([NH2:9])=[O:8]. Given the reactants [NH2:1][C:2]1[S:3][C:4]([C:10]2[CH:15]=[CH:14][CH:13]=[CH:12][CH:11]=2)=[CH:5][C:6]=1[C:7]([NH2:9])=[O:8].[CH3:16][N:17]=[C:18]=[O:19], predict the reaction product.